This data is from Reaction yield outcomes from USPTO patents with 853,638 reactions. The task is: Predict the reaction yield, written as a fraction of the theoretical maximum amount of product (1.0 means a 100% yield; for example, 0.34 means a 34% yield). The reactants are Cl[C:2]1[N:3]=[C:4]([NH:17][CH:18]2[CH2:20][CH2:19]2)[C:5]2[CH2:10][CH2:9][CH:8]([C:11]3[CH:16]=[CH:15][CH:14]=[CH:13][CH:12]=3)[C:6]=2[N:7]=1.[Cl:21][C:22]1[N:23]=[CH:24][N:25]([C:27]2[CH:33]=[CH:32][C:30]([NH2:31])=[CH:29][C:28]=2[O:34][CH3:35])[CH:26]=1.OS(O)(=O)=O.CCOC(C)=O. The catalyst is CN1C(=O)CCC1. The product is [Cl:21][C:22]1[N:23]=[CH:24][N:25]([C:27]2[CH:33]=[CH:32][C:30]([NH:31][C:2]3[N:3]=[C:4]([NH:17][CH:18]4[CH2:20][CH2:19]4)[C:5]4[CH2:10][CH2:9][CH:8]([C:11]5[CH:16]=[CH:15][CH:14]=[CH:13][CH:12]=5)[C:6]=4[N:7]=3)=[CH:29][C:28]=2[O:34][CH3:35])[CH:26]=1. The yield is 0.691.